From a dataset of Forward reaction prediction with 1.9M reactions from USPTO patents (1976-2016). Predict the product of the given reaction. (1) Given the reactants [Br:1][C:2]1[C:3]([Cl:12])=[C:4]([C:8]([F:11])=[CH:9][CH:10]=1)[C:5]([NH2:7])=O.CCN(CC)CC.FC(F)(F)S(OS(C(F)(F)F)(=O)=O)(=O)=O, predict the reaction product. The product is: [Br:1][C:2]1[C:3]([Cl:12])=[C:4]([C:8]([F:11])=[CH:9][CH:10]=1)[C:5]#[N:7]. (2) Given the reactants [F:1][C:2]1[CH:11]=[C:10]2[C:5]([CH:6]=[CH:7][CH:8]=[N:9]2)=[CH:4][C:3]=1[CH:12]([C:14]1[N:18]2[N:19]=[C:20]([C:23](=O)[CH3:24])[CH:21]=[CH:22][C:17]2=[N:16][CH:15]=1)[CH3:13].Cl.[NH2:27][NH:28][C:29]([NH2:31])=[O:30].C(N(CC)CC)C, predict the reaction product. The product is: [F:1][C:2]1[CH:11]=[C:10]2[C:5]([CH:6]=[CH:7][CH:8]=[N:9]2)=[CH:4][C:3]=1[CH:12]([C:14]1[N:18]2[N:19]=[C:20](/[C:23](=[N:27]/[NH:28][C:29]([NH2:31])=[O:30])/[CH3:24])[CH:21]=[CH:22][C:17]2=[N:16][CH:15]=1)[CH3:13]. (3) Given the reactants [C:1]1([CH2:7][C:8]([OH:10])=[O:9])[CH:6]=[CH:5][CH:4]=[CH:3][CH:2]=1.C(=O)([O-])[O-].[K+].[K+].Br[CH2:18][C:19]([C:21]1[CH:26]=[CH:25][C:24]([S:27][CH3:28])=[CH:23][CH:22]=1)=O, predict the reaction product. The product is: [CH3:28][S:27][C:24]1[CH:25]=[CH:26][C:21]([C:19]2[CH2:18][O:9][C:8](=[O:10])[C:7]=2[C:1]2[CH:6]=[CH:5][CH:4]=[CH:3][CH:2]=2)=[CH:22][CH:23]=1.